From a dataset of Reaction yield outcomes from USPTO patents with 853,638 reactions. Predict the reaction yield, written as a fraction of the theoretical maximum amount of product (1.0 means a 100% yield; for example, 0.34 means a 34% yield). The reactants are C(OC([N:8]1[CH2:12][CH2:11][CH2:10][C@H:9]1[C@@H:13]([OH:31])[C@H:14]([C:24]1[CH:29]=[CH:28][CH:27]=[C:26]([F:30])[CH:25]=1)[N:15]1[C:23]2[C:18](=[CH:19][CH:20]=[CH:21][CH:22]=2)[CH:17]=[CH:16]1)=O)(C)(C)C.Cl. The catalyst is CO. The product is [F:30][C:26]1[CH:25]=[C:24]([C@H:14]([N:15]2[C:23]3[C:18](=[CH:19][CH:20]=[CH:21][CH:22]=3)[CH:17]=[CH:16]2)[C@@H:13]([C@@H:9]2[CH2:10][CH2:11][CH2:12][NH:8]2)[OH:31])[CH:29]=[CH:28][CH:27]=1. The yield is 0.500.